Task: Predict the reactants needed to synthesize the given product.. Dataset: Full USPTO retrosynthesis dataset with 1.9M reactions from patents (1976-2016) (1) Given the product [Cl:27][CH2:33][CH2:34][C:35]([NH:17][C:13]1[CH:14]=[CH:15][CH:16]=[C:11]([C:2]2[CH:3]=[N:4][C:5]3[C:10](=[CH:9][CH:8]=[CH:7][CH:6]=3)[N:1]=2)[CH:12]=1)=[O:36], predict the reactants needed to synthesize it. The reactants are: [N:1]1[C:10]2[C:5](=[CH:6][CH:7]=[CH:8][CH:9]=2)[N:4]=[CH:3][C:2]=1[C:11]1[CH:12]=[C:13]([NH2:17])[CH:14]=[CH:15][CH:16]=1.CCN(C(C)C)C(C)C.[Cl:27]C(Cl)C(Cl)=O.[CH2:33]1C[O:36][CH2:35][CH2:34]1. (2) Given the product [N:28]([C:2]1[CH:7]=[C:6]([O:8][C:9]2[C:14]([F:15])=[CH:13][C:12]([NH:16][C:17](=[O:26])[O:18][CH2:19][C:20]3[CH:25]=[CH:24][CH:23]=[CH:22][CH:21]=3)=[C:11]([F:27])[CH:10]=2)[N:5]=[CH:4][N:3]=1)=[N+:29]=[N-:30], predict the reactants needed to synthesize it. The reactants are: Cl[C:2]1[CH:7]=[C:6]([O:8][C:9]2[C:14]([F:15])=[CH:13][C:12]([NH:16][C:17](=[O:26])[O:18][CH2:19][C:20]3[CH:25]=[CH:24][CH:23]=[CH:22][CH:21]=3)=[C:11]([F:27])[CH:10]=2)[N:5]=[CH:4][N:3]=1.[N-:28]=[N+:29]=[N-:30].[Na+]. (3) Given the product [C:1]([O:5][C:6]([N:8]1[C:12]2[CH:13]=[CH:14][CH:15]=[CH:16][C:11]=2[N:10]=[C:9]1[CH2:17][CH2:18][CH:19]=[O:20])=[O:7])([CH3:4])([CH3:3])[CH3:2], predict the reactants needed to synthesize it. The reactants are: [C:1]([O:5][C:6]([N:8]1[C:12]2[CH:13]=[CH:14][CH:15]=[CH:16][C:11]=2[N:10]=[C:9]1[CH2:17][CH2:18][CH2:19][OH:20])=[O:7])([CH3:4])([CH3:3])[CH3:2].CC(OI1(OC(C)=O)(OC(C)=O)OC(=O)C2C=CC=CC1=2)=O. (4) The reactants are: Cl[C:2]1[N:7]=[N:6][C:5]([S:8]([CH3:11])(=[O:10])=[O:9])=[C:4]([N:12]2[CH2:17][CH2:16][O:15][CH2:14][CH2:13]2)[CH:3]=1.[CH3:18][C:19]1[N:24]=[CH:23][C:22]([NH2:25])=[CH:21][C:20]=1B1OC(C)(C)C(C)(C)O1.C(=O)([O-])[O-].[Na+].[Na+]. Given the product [CH3:18][C:19]1[N:24]=[CH:23][C:22]([NH2:25])=[CH:21][C:20]=1[C:2]1[N:7]=[N:6][C:5]([S:8]([CH3:11])(=[O:10])=[O:9])=[C:4]([N:12]2[CH2:17][CH2:16][O:15][CH2:14][CH2:13]2)[CH:3]=1, predict the reactants needed to synthesize it. (5) Given the product [CH3:1][O:2][C:3]([C:5]1[CH:6]=[C:7]([C:12]2[CH:17]=[CH:16][C:15]([CH3:18])=[CH:14][CH:13]=2)[CH:8]=[C:9]([N:11]2[CH:23]=[N:21][N:20]=[N:19]2)[CH:10]=1)=[O:4], predict the reactants needed to synthesize it. The reactants are: [CH3:1][O:2][C:3]([C:5]1[CH:6]=[C:7]([C:12]2[CH:17]=[CH:16][C:15]([CH3:18])=[CH:14][CH:13]=2)[CH:8]=[C:9]([NH2:11])[CH:10]=1)=[O:4].[N-:19]=[N+:20]=[N-:21].[Na+].[CH:23](OCC)(OCC)OCC. (6) Given the product [F:12][C:2]([F:1])([F:13])[C:3]([NH:5][C@@H:6]([CH2:10][CH3:11])[C:7]([C:22]1[CH:27]=[C:26]([O:28][CH3:29])[C:25]([Br:30])=[CH:24][C:23]=1[O:31][CH3:32])=[O:9])=[O:4], predict the reactants needed to synthesize it. The reactants are: [F:1][C:2]([F:13])([F:12])[C:3]([NH:5][C@@H:6]([CH2:10][CH3:11])[C:7]([OH:9])=O)=[O:4].FC(F)(F)C(N[C@@H](C)C([C:22]1[CH:27]=[C:26]([O:28][CH3:29])[C:25]([Br:30])=[CH:24][C:23]=1[O:31][CH3:32])=O)=O.C(O)(=O)C(O)=O.